This data is from Aqueous solubility values for 9,982 compounds from the AqSolDB database. The task is: Regression/Classification. Given a drug SMILES string, predict its absorption, distribution, metabolism, or excretion properties. Task type varies by dataset: regression for continuous measurements (e.g., permeability, clearance, half-life) or binary classification for categorical outcomes (e.g., BBB penetration, CYP inhibition). For this dataset (solubility_aqsoldb), we predict Y. (1) The compound is CCCCCCCCOC(=O)c1cc(O)c(O)c(O)c1. The Y is -3.89 log mol/L. (2) The compound is CCCCOC(=O)CC(O)(CC(=O)OCCCC)C(=O)OCCCC. The Y is -3.55 log mol/L. (3) The compound is Clc1ccc(Oc2cc(Cl)c(Cl)cc2Cl)cc1Cl. The Y is -7.83 log mol/L. (4) The drug is OCC#CCO. The Y is 1.54 log mol/L.